The task is: Predict the reactants needed to synthesize the given product.. This data is from Full USPTO retrosynthesis dataset with 1.9M reactions from patents (1976-2016). (1) The reactants are: [CH2:1]([NH:7][C:8](=[O:14])[CH:9]=[CH:10][C:11]([OH:13])=O)[CH2:2][CH2:3][CH2:4][CH2:5][CH3:6].C([O-])(=O)C.[Na+]. Given the product [CH2:1]([N:7]1[C:8](=[O:14])[CH:9]=[CH:10][C:11]1=[O:13])[CH2:2][CH2:3][CH2:4][CH2:5][CH3:6], predict the reactants needed to synthesize it. (2) Given the product [O:1]=[C:2]([C:8]1[N:9]=[C:10]([NH:13][C:14]([C:21]2[CH:26]=[CH:25][CH:24]=[CH:23][CH:22]=2)([C:15]2[CH:16]=[CH:17][CH:18]=[CH:19][CH:20]=2)[C:27]2[CH:32]=[CH:31][CH:30]=[CH:29][CH:28]=2)[S:11][CH:12]=1)[C:3]([OH:5])=[O:4], predict the reactants needed to synthesize it. The reactants are: [O:1]=[C:2]([C:8]1[N:9]=[C:10]([NH:13][C:14]([C:27]2[CH:32]=[CH:31][CH:30]=[CH:29][CH:28]=2)([C:21]2[CH:26]=[CH:25][CH:24]=[CH:23][CH:22]=2)[C:15]2[CH:20]=[CH:19][CH:18]=[CH:17][CH:16]=2)[S:11][CH:12]=1)[C:3]([O:5]CC)=[O:4].[OH-].[Na+]. (3) The reactants are: Cl[C:2]1[CH:7]=[C:6]([NH:8][C:9]2[CH:10]=[CH:11][CH:12]=[C:13]3[C:18]=2[C:17](=[O:19])[N:16]([CH3:20])[CH2:15][CH2:14]3)[C:5]([Cl:21])=[CH:4][N:3]=1.[NH2:22][C:23]1[C:24]([CH3:31])=[N:25][N:26]([CH2:28][CH2:29][OH:30])[CH:27]=1.CCOC(C)=O. Given the product [Cl:21][C:5]1[C:6]([NH:8][C:9]2[CH:10]=[CH:11][CH:12]=[C:13]3[C:18]=2[C:17](=[O:19])[N:16]([CH3:20])[CH2:15][CH2:14]3)=[CH:7][C:2]([NH:22][C:23]2[C:24]([CH3:31])=[N:25][N:26]([CH2:28][CH2:29][OH:30])[CH:27]=2)=[N:3][CH:4]=1, predict the reactants needed to synthesize it. (4) Given the product [Cl:9][C:6]1[CH:5]=[CH:4][N:3]=[C:2]([O:11][CH3:10])[C:7]=1[NH2:8], predict the reactants needed to synthesize it. The reactants are: Br[C:2]1[C:7]([NH2:8])=[C:6]([Cl:9])[CH:5]=[CH:4][N:3]=1.[CH3:10][O-:11].[Na+]. (5) Given the product [F:1][C:2]1[CH:9]=[CH:8][CH:7]=[CH:6][C:3]=1[CH2:4][C:16]([CH2:15][CH2:14][C:13]([F:12])([F:21])[F:22])([C:17]#[N:18])[C:19]#[N:20], predict the reactants needed to synthesize it. The reactants are: [F:1][C:2]1[CH:9]=[CH:8][CH:7]=[CH:6][C:3]=1[CH2:4]Br.[H-].[Na+].[F:12][C:13]([F:22])([F:21])[CH2:14][CH2:15][CH:16]([C:19]#[N:20])[C:17]#[N:18]. (6) Given the product [C:1]([C:3]1[CH:4]=[C:5]([CH:8]=[CH:9][C:10]=1[F:11])[CH:6]=[N:13][OH:12])#[N:2], predict the reactants needed to synthesize it. The reactants are: [C:1]([C:3]1[CH:4]=[C:5]([CH:8]=[CH:9][C:10]=1[F:11])[CH:6]=O)#[N:2].[OH:12][NH2:13].C([O-])(=O)C.[Na+].